This data is from Reaction yield outcomes from USPTO patents with 853,638 reactions. The task is: Predict the reaction yield, written as a fraction of the theoretical maximum amount of product (1.0 means a 100% yield; for example, 0.34 means a 34% yield). (1) The reactants are [CH2:1]([Li])[CH2:2][CH2:3][CH3:4].[CH3:6][CH2:7][CH2:8][CH2:9][CH2:10][CH3:11].CN(C)[CH:14]=[O:15]. No catalyst specified. The product is [CH2:1]([C:8]1([C:9]2[CH:8]=[CH:7][C:6]([CH:14]=[O:15])=[CH:11][CH:10]=2)[CH2:6][CH2:7]1)[C:2]1[CH:3]=[CH:2][CH:1]=[CH:4][CH:3]=1. The yield is 0.880. (2) The reactants are C[Si](Cl)(C)C.[C:6]([O:10][C:11]([NH:13][C@@H:14]([CH2:19]I)[C:15]([O:17][CH3:18])=[O:16])=[O:12])([CH3:9])([CH3:8])[CH3:7].FC(F)(F)S(O[C:27]1[CH2:31][CH2:30][CH2:29][CH:28]=1)(=O)=O. The catalyst is CN(C=O)C.[Cl-].[Na+].O.[Zn].C1C=CC(P(C2C=CC=CC=2)[C-]2C=CC=C2)=CC=1.C1C=CC(P(C2C=CC=CC=2)[C-]2C=CC=C2)=CC=1.Cl[Pd]Cl.[Fe+2]. The product is [C:6]([O:10][C:11]([NH:13][C@@H:14]([CH2:19][C:27]1[CH2:31][CH2:30][CH2:29][CH:28]=1)[C:15]([O:17][CH3:18])=[O:16])=[O:12])([CH3:9])([CH3:8])[CH3:7]. The yield is 0.720. (3) The reactants are [C:1]([CH2:3][C:4]([NH:6][C:7]1[CH:12]=[CH:11][C:10]([C:13]2[N:17]=[CH:16][N:15]([C:18]3[CH:23]=[CH:22][C:21]([O:24][C:25]([F:28])([F:27])[F:26])=[CH:20][CH:19]=3)[N:14]=2)=[CH:9][CH:8]=1)=[O:5])#[N:2].[CH:29]([C:32]1[CH:37]=[CH:36][CH:35]=[CH:34][C:33]=1[N:38]=[C:39]=[S:40])([CH3:31])[CH3:30].[H-].[Na+].Cl. The catalyst is CN(C=O)C. The product is [C:1](/[C:3](=[C:39](\[NH:38][C:33]1[CH:34]=[CH:35][CH:36]=[CH:37][C:32]=1[CH:29]([CH3:31])[CH3:30])/[SH:40])/[C:4]([NH:6][C:7]1[CH:12]=[CH:11][C:10]([C:13]2[N:17]=[CH:16][N:15]([C:18]3[CH:23]=[CH:22][C:21]([O:24][C:25]([F:28])([F:27])[F:26])=[CH:20][CH:19]=3)[N:14]=2)=[CH:9][CH:8]=1)=[O:5])#[N:2]. The yield is 0.710. (4) The reactants are [OH:1][C:2]1[C:9]([CH3:10])=[C:8]([CH3:11])[C:5]([CH:6]=[O:7])=[C:4]([CH3:12])[C:3]=1[CH3:13].[H-].[Na+].[CH2:16](I)[CH2:17][CH3:18].Cl. The catalyst is CN(C)C=O. The product is [CH3:12][C:4]1[C:3]([CH3:13])=[C:2]([O:1][CH2:16][CH2:17][CH3:18])[C:9]([CH3:10])=[C:8]([CH3:11])[C:5]=1[CH:6]=[O:7]. The yield is 1.00. (5) The reactants are [N+:1]([CH2:4][C:5]1([CH2:11][CH2:12][NH2:13])[CH2:10][CH2:9][CH2:8][CH2:7][CH2:6]1)([O-:3])=[O:2].[C:14](Cl)(=[O:16])[CH3:15].C(N(CC)CC)C. The catalyst is O1CCCC1. The product is [N+:1]([CH2:4][C:5]1([CH2:11][CH2:12][NH:13][C:14](=[O:16])[CH3:15])[CH2:10][CH2:9][CH2:8][CH2:7][CH2:6]1)([O-:3])=[O:2]. The yield is 0.690. (6) The reactants are [F:1][C:2]([F:14])([F:13])[C:3]1[NH:12][C:6]2=[N+:7]([O-])[CH:8]=[CH:9][CH:10]=[C:5]2[CH:4]=1.CS([Cl:19])(=O)=O.S(Cl)(Cl)(=O)=O.[OH-].[Na+]. The catalyst is CN(C)C=O.O. The product is [Cl:19][C:10]1[CH:9]=[CH:8][N:7]=[C:6]2[NH:12][C:3]([C:2]([F:14])([F:13])[F:1])=[CH:4][C:5]=12. The yield is 0.800. (7) The reactants are [I:1]Cl.[NH2:3][C:4]1[C:9]([F:10])=[C:8]([C:11]2[CH:16]=[CH:15][C:14]([Si](C)(C)C)=[CH:13][CH:12]=2)[N:7]=[C:6]([C:21]([O:23][CH3:24])=[O:22])[C:5]=1[Cl:25]. The catalyst is ClCCCl.S([O-])([O-])(=O)=S.[Na+].[Na+]. The product is [NH2:3][C:4]1[C:9]([F:10])=[C:8]([C:11]2[CH:16]=[CH:15][C:14]([I:1])=[CH:13][CH:12]=2)[N:7]=[C:6]([C:21]([O:23][CH3:24])=[O:22])[C:5]=1[Cl:25]. The yield is 0.710. (8) The reactants are [CH2:1]([NH:5][C:6]([CH:8]1[CH2:13][CH2:12][CH2:11][N:10]([C:14]2[N:19]=[C:18]([CH3:20])[C:17]([CH:21]([CH2:26][CH2:27][CH3:28])[C:22]([O:24]C)=[O:23])=[C:16]([C:29]3[CH:34]=[CH:33][C:32]([CH3:35])=[CH:31][CH:30]=3)[N:15]=2)[CH2:9]1)=[O:7])[CH:2]([CH3:4])[CH3:3].[OH-].[Na+]. The catalyst is CO. The product is [CH2:1]([NH:5][C:6]([CH:8]1[CH2:13][CH2:12][CH2:11][N:10]([C:14]2[N:19]=[C:18]([CH3:20])[C:17]([CH:21]([CH2:26][CH2:27][CH3:28])[C:22]([OH:24])=[O:23])=[C:16]([C:29]3[CH:30]=[CH:31][C:32]([CH3:35])=[CH:33][CH:34]=3)[N:15]=2)[CH2:9]1)=[O:7])[CH:2]([CH3:4])[CH3:3]. The yield is 0.110. (9) The reactants are [CH:1]([O:4][C:5]1[CH:25]=[CH:24][C:8]([O:9][C:10]2[S:11][C:12]([C:15]3[CH:16]=[C:17]([CH:21]([NH2:23])[CH3:22])[CH:18]=[N:19][CH:20]=3)=[CH:13][N:14]=2)=[CH:7][CH:6]=1)([CH3:3])[CH3:2].[CH3:26][N:27]=[C:28]=[O:29]. The catalyst is C(Cl)Cl. The product is [CH:1]([O:4][C:5]1[CH:25]=[CH:24][C:8]([O:9][C:10]2[S:11][C:12]([C:15]3[CH:16]=[C:17]([CH:21]([NH:23][C:28]([NH:27][CH3:26])=[O:29])[CH3:22])[CH:18]=[N:19][CH:20]=3)=[CH:13][N:14]=2)=[CH:7][CH:6]=1)([CH3:2])[CH3:3]. The yield is 0.760.